Task: Predict the reactants needed to synthesize the given product.. Dataset: Full USPTO retrosynthesis dataset with 1.9M reactions from patents (1976-2016) Given the product [F:5][CH2:4][C:3]([C:7]1[O:11][N:10]=[C:9]([NH:12][C:14](=[O:15])[O:16][C:17]2[CH:22]=[CH:21][CH:20]=[CH:19][CH:18]=2)[CH:8]=1)([CH3:6])[CH2:2][F:1], predict the reactants needed to synthesize it. The reactants are: [F:1][CH2:2][C:3]([C:7]1[O:11][N:10]=[C:9]([NH2:12])[CH:8]=1)([CH3:6])[CH2:4][F:5].Cl[C:14]([O:16][C:17]1[CH:22]=[CH:21][CH:20]=[CH:19][CH:18]=1)=[O:15].C([O-])([O-])=O.[K+].[K+].